The task is: Predict the product of the given reaction.. This data is from Forward reaction prediction with 1.9M reactions from USPTO patents (1976-2016). (1) Given the reactants C([O:3][C:4]([C:6]1[N:7]([CH:28]2[CH2:30][CH2:29]2)[C:8]([C:17]2[CH:22]=[CH:21][C:20]([O:23][C:24]([F:27])([F:26])[F:25])=[CH:19][CH:18]=2)=[N:9][C:10]=1[C:11]1[CH:12]=[N:13][CH:14]=[CH:15][CH:16]=1)=[O:5])C.[OH-].[Na+:32], predict the reaction product. The product is: [Na+:32].[CH:28]1([N:7]2[C:6]([C:4]([O-:5])=[O:3])=[C:10]([C:11]3[CH:12]=[N:13][CH:14]=[CH:15][CH:16]=3)[N:9]=[C:8]2[C:17]2[CH:22]=[CH:21][C:20]([O:23][C:24]([F:26])([F:27])[F:25])=[CH:19][CH:18]=2)[CH2:30][CH2:29]1. (2) Given the reactants [F:1][C:2]1[CH:10]=[C:9]2[C:5]([C:6]([C:11]3[CH:12]=[N:13][N:14]([CH:16]4[CH2:21][CH2:20][CH:19]([C:22]([OH:24])=O)[CH2:18][CH2:17]4)[CH:15]=3)=[CH:7][NH:8]2)=[CH:4][CH:3]=1.[CH3:25][NH2:26], predict the reaction product. The product is: [F:1][C:2]1[CH:10]=[C:9]2[C:5]([C:6]([C:11]3[CH:12]=[N:13][N:14]([C@H:16]4[CH2:17][CH2:18][C@H:19]([C:22]([NH:26][CH3:25])=[O:24])[CH2:20][CH2:21]4)[CH:15]=3)=[CH:7][NH:8]2)=[CH:4][CH:3]=1. (3) Given the reactants [Cl:1][C:2]1[C:10]([CH:11]2[CH2:13][CH2:12]2)=[CH:9][C:5]([C:6]([NH2:8])=O)=[C:4]([O:14][CH2:15][CH2:16][O:17][CH:18]([CH3:20])[CH3:19])[N:3]=1.O=P(Cl)(Cl)Cl.N1C=CC=CC=1.C([O-])(O)=O.[Na+], predict the reaction product. The product is: [Cl:1][C:2]1[C:10]([CH:11]2[CH2:12][CH2:13]2)=[CH:9][C:5]([C:6]#[N:8])=[C:4]([O:14][CH2:15][CH2:16][O:17][CH:18]([CH3:20])[CH3:19])[N:3]=1. (4) Given the reactants OC1C(=O)NN=C(CCC2C=CC=CC=2)C=1.C([O:24][C:25]1[N:26]=[N:27][C:28]([C:39]#[C:40][C:41]2[CH:46]=[CH:45][C:44]([C:47]([F:50])([F:49])[F:48])=[CH:43][C:42]=2[Cl:51])=[CH:29][C:30]=1[O:31]CC1C=CC=CC=1)C1C=CC=CC=1, predict the reaction product. The product is: [Cl:51][C:42]1[CH:43]=[C:44]([C:47]([F:49])([F:50])[F:48])[CH:45]=[CH:46][C:41]=1[CH2:40][CH2:39][C:28]1[CH:29]=[C:30]([OH:31])[C:25](=[O:24])[NH:26][N:27]=1. (5) Given the reactants [N:1]1([C:7]([O:9][C:10]([CH3:13])([CH3:12])[CH3:11])=[O:8])[CH2:6][CH2:5][NH:4][CH2:3][CH2:2]1.Br[CH2:15][C:16]1[CH:17]=[CH:18][C:19]([F:22])=[N:20][CH:21]=1, predict the reaction product. The product is: [F:22][C:19]1[N:20]=[CH:21][C:16]([CH2:15][N:4]2[CH2:5][CH2:6][N:1]([C:7]([O:9][C:10]([CH3:13])([CH3:12])[CH3:11])=[O:8])[CH2:2][CH2:3]2)=[CH:17][CH:18]=1. (6) Given the reactants [F:1][C:2]1[CH:7]=[C:6]([O:8][C:9]2[CH:14]=[CH:13][N:12]=[C:11]([NH:15][C:16]([N:18]([CH3:26])[CH:19]3[CH2:24][CH2:23][N:22]([CH3:25])[CH2:21][CH2:20]3)=[O:17])[CH:10]=2)[CH:5]=[CH:4][C:3]=1[NH:27][C:28]([C:30]1([C:33](O)=[O:34])[CH2:32][CH2:31]1)=[O:29].[CH:36]1([NH2:41])[CH2:40][CH2:39][CH2:38][CH2:37]1.C(N(CC)CC)C.F[P-](F)(F)(F)(F)F.N1(O[P+](N(C)C)(N(C)C)N(C)C)C2C=CC=CC=2N=N1, predict the reaction product. The product is: [CH:36]1([NH:41][C:33]([C:30]2([C:28]([NH:27][C:3]3[CH:4]=[CH:5][C:6]([O:8][C:9]4[CH:14]=[CH:13][N:12]=[C:11]([NH:15][C:16]([N:18]([CH3:26])[CH:19]5[CH2:24][CH2:23][N:22]([CH3:25])[CH2:21][CH2:20]5)=[O:17])[CH:10]=4)=[CH:7][C:2]=3[F:1])=[O:29])[CH2:32][CH2:31]2)=[O:34])[CH2:40][CH2:39][CH2:38][CH2:37]1.